The task is: Predict the reaction yield, written as a fraction of the theoretical maximum amount of product (1.0 means a 100% yield; for example, 0.34 means a 34% yield).. This data is from Reaction yield outcomes from USPTO patents with 853,638 reactions. (1) The reactants are N#N.[C:3]([NH:7][C:8]1[N:13]=[C:12]([C:14]#[CH:15])[CH:11]=[CH:10][N:9]=1)([CH3:6])([CH3:5])[CH3:4].I[C:17]1[CH:22]=[CH:21][C:20]([F:23])=[CH:19][CH:18]=1. The catalyst is CCN(CC)CC.C1COCC1.[Cu]I. The product is [C:3]([NH:7][C:8]1[N:13]=[C:12]([C:14]#[C:15][C:17]2[CH:22]=[CH:21][C:20]([F:23])=[CH:19][CH:18]=2)[CH:11]=[CH:10][N:9]=1)([CH3:6])([CH3:5])[CH3:4]. The yield is 0.840. (2) The reactants are Cl[C:2]1[C:11]2[C:6](=[CH:7][C:8]([O:16][CH2:17][C:18]3[CH:23]=[CH:22][C:21]([O:24][CH3:25])=[CH:20][C:19]=3[O:26][CH3:27])=[CH:9][C:10]=2[O:12][CH:13]([CH3:15])[CH3:14])[N:5]=[CH:4][N:3]=1.[NH2:28][C:29]1[C:34]([Cl:35])=[CH:33][N:32]=[C:31]2[O:36][CH2:37][O:38][C:30]=12. No catalyst specified. The product is [Cl:35][C:34]1[C:29]([NH:28][C:2]2[C:11]3[C:6](=[CH:7][C:8]([O:16][CH2:17][C:18]4[CH:23]=[CH:22][C:21]([O:24][CH3:25])=[CH:20][C:19]=4[O:26][CH3:27])=[CH:9][C:10]=3[O:12][CH:13]([CH3:15])[CH3:14])[N:5]=[CH:4][N:3]=2)=[C:30]2[O:38][CH2:37][O:36][C:31]2=[N:32][CH:33]=1. The yield is 0.750. (3) No catalyst specified. The yield is 0.780. The reactants are [C:1]([C:5]1[CH:10]=[C:9](O)[N:8]=[CH:7][N:6]=1)([CH3:4])([CH3:3])[CH3:2].P(Cl)(Cl)([Cl:14])=O. The product is [C:1]([C:5]1[CH:10]=[C:9]([Cl:14])[N:8]=[CH:7][N:6]=1)([CH3:4])([CH3:3])[CH3:2]. (4) The reactants are [O:1]=[C:2]1[C:11]2[C:6](=[CH:7][CH:8]=[CH:9][CH:10]=2)[CH2:5][C:4](=[O:12])[N:3]1[CH2:13][C@H:14]1[CH2:19][CH2:18][C@H:17]([C:20]([OH:22])=O)[CH2:16][CH2:15]1.CN(C(ON1N=NC2C=CC=NC1=2)=[N+](C)C)C.F[P-](F)(F)(F)(F)F.C(N(C(C)C)CC)(C)C.[C:56]([N:59]1[CH2:64][CH2:63][NH:62][CH2:61][CH2:60]1)(=[O:58])[CH3:57]. The catalyst is CN(C)C(=O)C. The product is [C:56]([N:59]1[CH2:64][CH2:63][N:62]([C:20]([C@H:17]2[CH2:18][CH2:19][C@H:14]([CH2:13][N:3]3[C:4](=[O:12])[CH2:5][C:6]4[C:11](=[CH:10][CH:9]=[CH:8][CH:7]=4)[C:2]3=[O:1])[CH2:15][CH2:16]2)=[O:22])[CH2:61][CH2:60]1)(=[O:58])[CH3:57]. The yield is 0.310. (5) The yield is 0.820. The reactants are [F:1][C:2]([F:56])([F:55])[CH2:3][C@H:4]([NH:37]C(=O)OCC1C2C=CC=CC=2C2C1=CC=CC=2)[C:5]([NH:7][C@@:8]([C:23]1[CH:28]=[C:27]([O:29][C:30]([F:35])([F:34])[CH:31]([F:33])[F:32])[CH:26]=[C:25]([F:36])[CH:24]=1)([C:16]1[CH:21]=[CH:20][C:19]([F:22])=[CH:18][CH:17]=1)[CH2:9][C:10]1[CH:15]=[CH:14][CH:13]=[CH:12][CH:11]=1)=[O:6].N1CCCCC1. The product is [NH2:37][C@@H:4]([CH2:3][C:2]([F:55])([F:56])[F:1])[C:5]([NH:7][C@@:8]([C:23]1[CH:28]=[C:27]([O:29][C:30]([F:35])([F:34])[CH:31]([F:33])[F:32])[CH:26]=[C:25]([F:36])[CH:24]=1)([C:16]1[CH:17]=[CH:18][C:19]([F:22])=[CH:20][CH:21]=1)[CH2:9][C:10]1[CH:11]=[CH:12][CH:13]=[CH:14][CH:15]=1)=[O:6]. The catalyst is C(Cl)Cl. (6) The reactants are Br[C:2]1[CH:11]=[C:10]2[C:5]([CH:6]=[C:7]([C:13]3[CH:14]=[CH:15][C:16]4[N:17]([CH:19]=[C:20]([CH3:22])[N:21]=4)[N:18]=3)[C:8](=[O:12])[O:9]2)=[CH:4][CH:3]=1.CC1(C)C(C)(C)OB([C:31]2[CH2:36][CH2:35][N:34]([C:37]([O:39][C:40]([CH3:43])([CH3:42])[CH3:41])=[O:38])[CH2:33][CH:32]=2)O1.ClCCl.[C:48]([O-:51])([O-])=[O:49].[K+].[K+]. The catalyst is CC#N.CCOC(C)=O. The product is [C:40]([O:51][C:48]([N:34]1[CH2:33][CH:32]=[C:31]([C:19]2[N:17]3[N:18]=[C:13]([C:7]4[C:8](=[O:12])[O:9][C:10]5[C:5]([CH:6]=4)=[CH:4][CH:3]=[C:2]([C:31]4[CH2:36][CH2:35][N:34]([C:37]([O:39][C:40]([CH3:41])([CH3:42])[CH3:43])=[O:38])[CH2:33][CH:32]=4)[CH:11]=5)[CH:14]=[CH:15][C:16]3=[N:21][C:20]=2[CH3:22])[CH2:36][CH2:35]1)=[O:49])([CH3:43])([CH3:42])[CH3:41]. The yield is 0.380. (7) The reactants are [NH2:1][C:2]1[C:3]([C:9]([OH:11])=O)=[N:4][C:5]([Br:8])=[CH:6][CH:7]=1.CN(C(O[N:20]1N=N[C:22]2C=CC=N[C:21]1=2)=[N+](C)C)C.F[P-](F)(F)(F)(F)F.CCN(C(C)C)C(C)C.C(N)C. The catalyst is CN(C=O)C. The product is [CH2:21]([NH:20][C:9]([C:3]1[C:2]([NH2:1])=[CH:7][CH:6]=[C:5]([Br:8])[N:4]=1)=[O:11])[CH3:22]. The yield is 0.890.